This data is from Full USPTO retrosynthesis dataset with 1.9M reactions from patents (1976-2016). The task is: Predict the reactants needed to synthesize the given product. (1) Given the product [F:23][C:2]([F:1])([F:22])[C:3]1[CH:17]=[C:16]([C:18]([F:21])([F:20])[F:19])[CH:15]=[CH:14][C:4]=1[CH2:5][N:6]1[CH2:11][CH2:10][CH:9](/[CH:12]=[C:27]2/[C:28]([NH:30][C@H:31]3[C@H:36]([OH:37])[CH2:35][CH2:34][O:33][CH2:32]3)=[N:29][C:25](=[O:24])[S:26]/2)[CH2:8][CH2:7]1, predict the reactants needed to synthesize it. The reactants are: [F:1][C:2]([F:23])([F:22])[C:3]1[CH:17]=[C:16]([C:18]([F:21])([F:20])[F:19])[CH:15]=[CH:14][C:4]=1[CH2:5][N:6]1[CH2:11][CH2:10][CH:9]([CH:12]=O)[CH2:8][CH2:7]1.[O:24]=[C:25]1[N:29]=[C:28]([NH:30][C@H:31]2[C@H:36]([OH:37])[CH2:35][CH2:34][O:33][CH2:32]2)[CH2:27][S:26]1.C([O-])(=O)C.[NH2+]1CCCCC1. (2) Given the product [CH2:1]([O:3][CH2:4][C:5]1[N:6]([CH2:41][C:42]([OH:45])([CH3:43])[CH3:44])[C:7]2[C:16]3[CH:15]=[CH:14][C:13]([C:17]([N:54]([O:53][CH3:49])[CH3:55])=[O:18])=[CH:12][C:11]=3[N:10]=[C:9]([NH:20][C:21]([C:28]3[CH:29]=[CH:30][CH:31]=[CH:32][CH:33]=3)([C:34]3[CH:35]=[CH:36][CH:37]=[CH:38][CH:39]=3)[C:22]3[CH:27]=[CH:26][CH:25]=[CH:24][CH:23]=3)[C:8]=2[N:40]=1)[CH3:2], predict the reactants needed to synthesize it. The reactants are: [CH2:1]([O:3][CH2:4][C:5]1[N:6]([CH2:41][C:42]([OH:45])([CH3:44])[CH3:43])[C:7]2[C:16]3[CH:15]=[CH:14][C:13]([C:17](O)=[O:18])=[CH:12][C:11]=3[N:10]=[C:9]([NH:20][C:21]([C:34]3[CH:39]=[CH:38][CH:37]=[CH:36][CH:35]=3)([C:28]3[CH:33]=[CH:32][CH:31]=[CH:30][CH:29]=3)[C:22]3[CH:27]=[CH:26][CH:25]=[CH:24][CH:23]=3)[C:8]=2[N:40]=1)[CH3:2].CN([C:49]([O:53][N:54]1N=NC2C=CC=C[C:55]1=2)=[N+](C)C)C.[B-](F)(F)(F)F.CCN(C(C)C)C(C)C.Cl.CNOC. (3) Given the product [I:12][C:11]1[C:2]([S:43][C:44]2[N:45]([CH2:54][C:55]3[CH:60]=[CH:59][C:58]([O:61][CH3:62])=[CH:57][CH:56]=3)[C:46]3[CH:51]=[CH:50][N:49]=[C:48]([NH2:52])[C:47]=3[N:53]=2)=[CH:3][C:4]2[O:9][CH2:8][CH2:7][O:6][C:5]=2[CH:10]=1, predict the reactants needed to synthesize it. The reactants are: I[C:2]1[C:11]([I:12])=[CH:10][C:5]2[O:6][CH2:7][CH2:8][O:9][C:4]=2[CH:3]=1.CC1C=CC2C=CC3C=CC(C)=NC=3C=2N=1.O.CC([O-])(C)C.[Na+].FC1C=CC(I)=C([S:43][C:44]2[N:45]([CH2:54][C:55]3[CH:60]=[CH:59][C:58]([O:61][CH3:62])=[CH:57][CH:56]=3)[C:46]3[CH:51]=[CH:50][N:49]=[C:48]([NH2:52])[C:47]=3[N:53]=2)C=1. (4) Given the product [C:16]([O:15][C:13]([N:10]1[CH2:9][CH2:8][C:7]2([O:20][CH:3]([CH2:2][OH:1])[CH2:4][N:5]([CH2:28][C:29]#[C:30][CH3:31])[CH2:6]2)[CH2:12][CH2:11]1)=[O:14])([CH3:17])([CH3:19])[CH3:18], predict the reactants needed to synthesize it. The reactants are: [OH:1][CH2:2][CH:3]1[O:20][C:7]2([CH2:12][CH2:11][N:10]([C:13]([O:15][C:16]([CH3:19])([CH3:18])[CH3:17])=[O:14])[CH2:9][CH2:8]2)[CH2:6][NH:5][CH2:4]1.C([O-])([O-])=O.[K+].[K+].Br[CH2:28][C:29]#[C:30][CH3:31]. (5) Given the product [Br:17][C:8]1[C:2]([F:1])=[CH:3][C:4]([CH3:9])=[C:5]([NH:6][C:10](=[O:13])[CH3:11])[CH:7]=1, predict the reactants needed to synthesize it. The reactants are: [F:1][C:2]1[CH:8]=[CH:7][C:5]([NH2:6])=[C:4]([CH3:9])[CH:3]=1.[C:10]([O:13]C(=O)C)(=O)[CH3:11].[Br:17]Br. (6) Given the product [Cl:1][C:2]1[C:3]([O:12][C:13]2[CH:18]=[C:17]([O:19][CH2:20][CH2:21][O:22][CH3:23])[CH:16]=[CH:15][C:14]=2[CH2:24][CH2:25][C:26]([NH:49][S:46]([NH:45][CH2:40][CH2:41][CH2:42][CH2:43][CH3:44])(=[O:48])=[O:47])=[O:27])=[N:4][CH:5]=[C:6]([C:8]([F:10])([F:9])[F:11])[CH:7]=1, predict the reactants needed to synthesize it. The reactants are: [Cl:1][C:2]1[C:3]([O:12][C:13]2[CH:18]=[C:17]([O:19][CH2:20][CH2:21][O:22][CH3:23])[CH:16]=[CH:15][C:14]=2[CH2:24][CH2:25][C:26](O)=[O:27])=[N:4][CH:5]=[C:6]([C:8]([F:11])([F:10])[F:9])[CH:7]=1.C(N=C=NCCCN(C)C)C.[CH2:40]([NH:45][S:46]([NH2:49])(=[O:48])=[O:47])[CH2:41][CH2:42][CH2:43][CH3:44].Cl.